From a dataset of Full USPTO retrosynthesis dataset with 1.9M reactions from patents (1976-2016). Predict the reactants needed to synthesize the given product. (1) Given the product [C:13]1([S:10]([CH2:9][C:7]2[N:8]=[C:3]([S:2][CH3:1])[N:4]=[C:5]([OH:34])[CH:6]=2)(=[O:11])=[O:12])[CH:25]=[CH:26][CH:21]=[CH:22][CH:23]=1, predict the reactants needed to synthesize it. The reactants are: [CH3:1][S:2][C:3]1[N:8]=[C:7]([CH2:9][S:10]([CH3:13])(=[O:12])=[O:11])[CH:6]=[C:5](N2CCOCC2)[N:4]=1.[Na+].[C:21]1(S([O-])=O)[CH:26]=[CH:25]C=[CH:23][CH:22]=1.CN(C=[O:34])C. (2) Given the product [C:33]1([NH:32][C:30]([C:29]2[CH:28]=[C:27]([NH:26][C:4]([CH:6]3[C:14]4[C:9](=[CH:10][CH:11]=[C:12]([C:15](=[O:22])[C:16]5[CH:17]=[CH:18][CH:19]=[CH:20][CH:21]=5)[CH:13]=4)[N:8]([CH2:23][CH3:24])[C:7]3=[O:25])=[O:3])[CH:41]=[CH:40][CH:39]=2)=[O:31])[CH:38]=[CH:37][CH:36]=[CH:35][CH:34]=1, predict the reactants needed to synthesize it. The reactants are: C([O:3][C:4]([CH:6]1[C:14]2[C:9](=[CH:10][CH:11]=[C:12]([C:15](=[O:22])[C:16]3[CH:21]=[CH:20][CH:19]=[CH:18][CH:17]=3)[CH:13]=2)[N:8]([CH2:23][CH3:24])[C:7]1=[O:25])=O)C.[NH2:26][C:27]1[CH:28]=[C:29]([CH:39]=[CH:40][CH:41]=1)[C:30]([NH:32][C:33]1[CH:38]=[CH:37][CH:36]=[CH:35][CH:34]=1)=[O:31]. (3) Given the product [Cl:1][C:2]1[CH:7]=[CH:6][C:5]([C@@H:8]2[CH2:12][N:11]([C:27]3[N:28]=[N:29][C:30]([CH3:33])=[CH:31][CH:32]=3)[CH2:10][C@H:9]2[C:13]([O:15][CH3:16])=[O:14])=[CH:4][CH:3]=1, predict the reactants needed to synthesize it. The reactants are: [Cl:1][C:2]1[CH:7]=[CH:6][C:5]([C@@H:8]2[CH2:12][NH:11][CH2:10][C@H:9]2[C:13]([O:15][CH3:16])=[O:14])=[CH:4][CH:3]=1.CCN(C(C)C)C(C)C.Cl[C:27]1[N:28]=[N:29][C:30]([CH3:33])=[CH:31][CH:32]=1.